Dataset: Peptide-MHC class II binding affinity with 134,281 pairs from IEDB. Task: Regression. Given a peptide amino acid sequence and an MHC pseudo amino acid sequence, predict their binding affinity value. This is MHC class II binding data. The peptide sequence is LPSQAFEYILYNKG. The MHC is HLA-DPA10103-DPB10401 with pseudo-sequence HLA-DPA10103-DPB10401. The binding affinity (normalized) is 0.857.